From a dataset of Catalyst prediction with 721,799 reactions and 888 catalyst types from USPTO. Predict which catalyst facilitates the given reaction. Reactant: [CH2:1]([O:8][CH2:9][C@H:10]([O:14][CH2:15][CH:16]=[N:17][OH:18])[CH2:11][CH:12]=[CH2:13])[C:2]1[CH:7]=[CH:6][CH:5]=[CH:4][CH:3]=1.C(N(CC)CC)C.Cl[O-].[Na+]. Product: [CH2:1]([O:8][CH2:9][C@@H:10]1[O:14][CH2:15][C:16]2=[N:17][O:18][CH2:13][C@@H:12]2[CH2:11]1)[C:2]1[CH:7]=[CH:6][CH:5]=[CH:4][CH:3]=1. The catalyst class is: 46.